Dataset: Catalyst prediction with 721,799 reactions and 888 catalyst types from USPTO. Task: Predict which catalyst facilitates the given reaction. (1) Reactant: [CH3:1][N:2]1[CH:6]=[C:5]([C:7]([OH:9])=O)[CH:4]=[N:3]1.[CH2:10]([N:12](CC)[CH2:13]C)C.CN(C(ON1N=NC2C=CC=CC1=2)=[N+](C)C)C.[B-](F)(F)(F)F.Cl.CNC. Product: [CH3:10][N:12]([CH3:13])[C:7]([C:5]1[CH:4]=[N:3][N:2]([CH3:1])[CH:6]=1)=[O:9]. The catalyst class is: 3. (2) Reactant: [Cl:1][C:2]1[C:3]([O:21][C:22]([F:31])([F:30])[CH:23]([F:29])[O:24][C:25]([F:28])([F:27])[F:26])=[N:4][N:5]([C:7]2[CH:12]=[C:11]([S:13][CH2:14][C:15]([F:18])([F:17])[F:16])[C:10]([CH3:19])=[CH:9][C:8]=2[F:20])[CH:6]=1.ClC1C=CC=C(C(OO)=[O:40])C=1. Product: [Cl:1][C:2]1[C:3]([O:21][C:22]([F:31])([F:30])[CH:23]([F:29])[O:24][C:25]([F:26])([F:27])[F:28])=[N:4][N:5]([C:7]2[CH:12]=[C:11]([S:13]([CH2:14][C:15]([F:18])([F:17])[F:16])=[O:40])[C:10]([CH3:19])=[CH:9][C:8]=2[F:20])[CH:6]=1. The catalyst class is: 22. (3) Reactant: [CH3:1][S:2]([C:5]([C:8]1[CH:9]=[C:10]2[C:15](=[C:16]([C:18]3[CH:19]=[C:20]([CH:24]=[CH:25][CH:26]=3)[C:21]([OH:23])=O)[CH:17]=1)[N:14]=[CH:13][CH:12]=[CH:11]2)([CH3:7])[CH3:6])(=[O:4])=[O:3].C1N=CN(C(N2C=NC=C2)=O)C=1.O[NH:40][C:41](=[NH:43])[CH3:42]. Product: [CH3:1][S:2]([C:5]([C:8]1[CH:9]=[C:10]2[C:15](=[C:16]([C:18]3[CH:26]=[CH:25][CH:24]=[C:20]([C:21]4[O:23][N:43]=[C:41]([CH3:42])[N:40]=4)[CH:19]=3)[CH:17]=1)[N:14]=[CH:13][CH:12]=[CH:11]2)([CH3:6])[CH3:7])(=[O:4])=[O:3]. The catalyst class is: 18. (4) Reactant: [CH3:1][O:2][C:3]1[CH:4]=[C:5]2[C:10](=[CH:11][C:12]=1[O:13][CH3:14])[N:9]=[CH:8][CH:7]=[C:6]2[O:15][C:16]1[CH:22]=[CH:21][C:19]([NH2:20])=[CH:18][CH:17]=1.ClC(Cl)(O[C:27](=[O:33])[O:28][C:29](Cl)(Cl)Cl)Cl.[CH3:35][O:36][C:37]1[CH:42]=[CH:41][CH:40]=[CH:39][C:38]=1CO.C(=O)(O)[O-].[Na+]. Product: [CH3:1][O:2][C:3]1[CH:4]=[C:5]2[C:10](=[CH:11][C:12]=1[O:13][CH3:14])[N:9]=[CH:8][CH:7]=[C:6]2[O:15][C:16]1[CH:22]=[CH:21][C:19]([NH:20][C:27](=[O:33])[O:28][CH2:29][C:38]2[CH:39]=[CH:40][CH:41]=[CH:42][C:37]=2[O:36][CH3:35])=[CH:18][CH:17]=1. The catalyst class is: 208. (5) Reactant: [CH:1]([NH:4][CH:5]([CH3:7])C)([CH3:3])C.[CH2:8]([Li])[CH2:9][CH2:10][CH3:11].C(=O)=O.[CH3:16][C:17]([CH3:19])=O.[CH:20]([N-:23][CH:24](C)C)(C)C.[Li+].[Si]([O:35][C:36]1[CH:45]=[CH:44][C:39]2[C:40]([CH3:43])=[N:41][O:42][C:38]=2[C:37]=1/[CH:46]=C/C)(C(C)(C)C)(C)C.[Si](O[C:57]1[CH:66]=[CH:65][C:60]2[C:61](C)=[N:62]O[C:59]=2[C:58]=1/C=C\C)(C(C)(C)C)(C)C.I[CH2:71][CH:72]1CCN(C(OC(C)(C)C)=O)CC1.[Cl-:85].[NH4+]. Product: [ClH:85].[ClH:85].[CH2:11]([N:4]1[CH2:1][CH2:3][CH:71]([CH2:72][CH2:43][C:40]2[C:39]3[CH:44]=[CH:45][C:36]([O:35][C:57]4[CH:58]=[CH:59][C:60]([C:61]#[N:62])=[CH:65][CH:66]=4)=[C:37]([CH2:46][N:23]([CH3:20])[CH3:24])[C:38]=3[O:42][N:41]=2)[CH2:7][CH2:5]1)[C:10]1[CH:19]=[CH:17][CH:16]=[CH:8][CH:9]=1. The catalyst class is: 355. (6) Reactant: [F:1][CH2:2][CH2:3]I.[O:5]=[C:6]1[C:11]2[C:12]([C:33]3[CH:38]=[CH:37][CH:36]=[CH:35][CH:34]=3)=[C:13]([C:15]3[CH:20]=[CH:19][C:18]([C:21]4([NH:25][C:26](=[O:32])[O:27][C:28]([CH3:31])([CH3:30])[CH3:29])[CH2:24][CH2:23][CH2:22]4)=[CH:17][CH:16]=3)[O:14][C:10]=2[CH:9]=[CH:8][NH:7]1.C(=O)([O-])[O-].[K+].[K+].[Cl-].[Na+].O.O. Product: [F:1][CH2:2][CH2:3][N:7]1[CH:8]=[CH:9][C:10]2[O:14][C:13]([C:15]3[CH:20]=[CH:19][C:18]([C:21]4([NH:25][C:26](=[O:32])[O:27][C:28]([CH3:29])([CH3:30])[CH3:31])[CH2:24][CH2:23][CH2:22]4)=[CH:17][CH:16]=3)=[C:12]([C:33]3[CH:34]=[CH:35][CH:36]=[CH:37][CH:38]=3)[C:11]=2[C:6]1=[O:5]. The catalyst class is: 3. (7) Reactant: [Br:1][C:2]1[CH:11]=[CH:10][C:9]2[N:8]([CH2:12][CH2:13][CH2:14][C:15](O)=[O:16])[C:7](=[O:18])[C:6]3[C:19]([CH3:22])=[N:20][NH:21][C:5]=3[C:4]=2[CH:3]=1.O.ON1C2C=CC=CC=2N=N1.C(N(CC)C(C)C)(C)C.[C:43]([N:50]1[CH2:55][CH2:54][NH:53][CH2:52][CH2:51]1)([O:45][C:46]([CH3:49])([CH3:48])[CH3:47])=[O:44].C(N=C=NCCCN(C)C)C. Product: [C:46]([O:45][C:43]([N:50]1[CH2:51][CH2:52][N:53]([C:15](=[O:16])[CH2:14][CH2:13][CH2:12][N:8]2[C:9]3[CH:10]=[CH:11][C:2]([Br:1])=[CH:3][C:4]=3[C:5]3[NH:21][N:20]=[C:19]([CH3:22])[C:6]=3[C:7]2=[O:18])[CH2:54][CH2:55]1)=[O:44])([CH3:49])([CH3:48])[CH3:47]. The catalyst class is: 3.